From a dataset of Full USPTO retrosynthesis dataset with 1.9M reactions from patents (1976-2016). Predict the reactants needed to synthesize the given product. Given the product [Cl:1][C:2]1[C:3]([C:9]([O:11][CH3:12])=[O:10])=[N:4][CH:5]=[C:6]([Cl:8])[N:7]=1, predict the reactants needed to synthesize it. The reactants are: [Cl:1][C:2]1[C:3]([C:9]([OH:11])=[O:10])=[N:4][CH:5]=[C:6]([Cl:8])[N:7]=1.[CH3:12][Si](C=[N+]=[N-])(C)C.